Dataset: Full USPTO retrosynthesis dataset with 1.9M reactions from patents (1976-2016). Task: Predict the reactants needed to synthesize the given product. (1) Given the product [OH:2][CH2:1][C:3]1[S:7][CH:6]=[C:5]([C:8]2[CH:9]=[CH:10][C:11]([CH:14]([CH3:23])[CH2:15][NH:16][S:17]([CH:20]([CH3:22])[CH3:21])(=[O:19])=[O:18])=[CH:12][CH:13]=2)[CH:4]=1, predict the reactants needed to synthesize it. The reactants are: [CH:1]([C:3]1[S:7][CH:6]=[C:5]([C:8]2[CH:13]=[CH:12][C:11]([CH:14]([CH3:23])[CH2:15][NH:16][S:17]([CH:20]([CH3:22])[CH3:21])(=[O:19])=[O:18])=[CH:10][CH:9]=2)[CH:4]=1)=[O:2].[BH4-].[Na+]. (2) Given the product [ClH:24].[CH2:17]([O:16][C:14](=[S:15])[NH:13][C:10]1([NH:9][NH2:8])[CH2:11][CH2:12]1)[C:18]1[CH:19]=[CH:20][CH:21]=[CH:22][CH:23]=1, predict the reactants needed to synthesize it. The reactants are: C(OC([NH:8][NH:9][C:10]1([NH:13][C:14]([O:16][CH2:17][C:18]2[CH:23]=[CH:22][CH:21]=[CH:20][CH:19]=2)=[S:15])[CH2:12][CH2:11]1)=O)(C)(C)C.[ClH:24]. (3) Given the product [C:10]([O:9][C:7]([N:4]1[CH2:5][CH2:6][CH:2]([O:1][S:21]([CH3:20])(=[O:23])=[O:22])[CH2:3]1)=[O:8])([CH3:13])([CH3:12])[CH3:11], predict the reactants needed to synthesize it. The reactants are: [OH:1][CH:2]1[CH2:6][CH2:5][N:4]([C:7]([O:9][C:10]([CH3:13])([CH3:12])[CH3:11])=[O:8])[CH2:3]1.N1C=CC=CC=1.[CH3:20][S:21](Cl)(=[O:23])=[O:22]. (4) Given the product [C:1]([C:3]1[CH:4]=[C:5]([N:9]([CH2:14][C:15]2[CH:20]=[CH:19][C:18]([C:25]3[CH:26]=[N:22][NH:23][CH:24]=3)=[CH:17][CH:16]=2)[C:10](=[O:13])[CH2:11][CH3:12])[CH:6]=[CH:7][CH:8]=1)#[N:2], predict the reactants needed to synthesize it. The reactants are: [C:1]([C:3]1[CH:4]=[C:5]([N:9]([CH2:14][C:15]2[CH:20]=[CH:19][C:18](I)=[CH:17][CH:16]=2)[C:10](=[O:13])[CH2:11][CH3:12])[CH:6]=[CH:7][CH:8]=1)#[N:2].[NH:22]1[CH:26]=[C:25](B(O)O)[CH:24]=[N:23]1. (5) Given the product [F:18][C:3]([F:2])([F:17])[C:4]1[CH:5]=[C:6]([N:10]2[CH2:15][C@@H:14]3[CH2:16][C@H:11]2[CH2:12][N:13]3[C:29]2[N:30]=[CH:31][C:32]([C:35]([O:37][CH2:38][CH3:39])=[O:36])=[CH:33][N:34]=2)[CH:7]=[CH:8][CH:9]=1, predict the reactants needed to synthesize it. The reactants are: [Cl-].[F:2][C:3]([F:18])([F:17])[C:4]1[CH:5]=[C:6]([N:10]2[CH2:15][C@@H:14]3[CH2:16][C@H:11]2[CH2:12][NH2+:13]3)[CH:7]=[CH:8][CH:9]=1.C(=O)([O-])[O-].[Cs+].[Cs+].CS([C:29]1[N:34]=[CH:33][C:32]([C:35]([O:37][CH2:38][CH3:39])=[O:36])=[CH:31][N:30]=1)(=O)=O.